From a dataset of Forward reaction prediction with 1.9M reactions from USPTO patents (1976-2016). Predict the product of the given reaction. (1) Given the reactants [Cl:1][C:2]1[CH:7]=[C:6]([C:8]#[C:9][C:10]2[N:11]=[C:12]([CH3:15])[NH:13][CH:14]=2)[CH:5]=[CH:4][N:3]=1.[F:16][C:17]1[CH:22]=[CH:21][C:20](B(O)O)=[CH:19][C:18]=1[CH3:26], predict the reaction product. The product is: [Cl:1][C:2]1[CH:7]=[C:6]([C:8]#[C:9][C:10]2[N:11]=[C:12]([CH3:15])[N:13]([C:20]3[CH:21]=[CH:22][C:17]([F:16])=[C:18]([CH3:26])[CH:19]=3)[CH:14]=2)[CH:5]=[CH:4][N:3]=1. (2) Given the reactants [F:1][C:2]([F:30])([F:29])[C:3]1[N:8]=[C:7]([C:9]2[C:14]([C:15]3[CH:20]=[CH:19][N:18]4[N:21]=[CH:22][C:23]([C:24]([O:26]CC)=[O:25])=[C:17]4[N:16]=3)=[CH:13][CH:12]=[CH:11][N:10]=2)[CH:6]=[CH:5][CH:4]=1.[Li+].[OH-].Cl, predict the reaction product. The product is: [F:29][C:2]([F:1])([F:30])[C:3]1[N:8]=[C:7]([C:9]2[C:14]([C:15]3[CH:20]=[CH:19][N:18]4[N:21]=[CH:22][C:23]([C:24]([OH:26])=[O:25])=[C:17]4[N:16]=3)=[CH:13][CH:12]=[CH:11][N:10]=2)[CH:6]=[CH:5][CH:4]=1.